This data is from hERG Central: cardiac toxicity at 1µM, 10µM, and general inhibition. The task is: Predict hERG channel inhibition at various concentrations. (1) The molecule is CC(C)Cn1c(N2CCN(C(=O)c3cccs3)CC2)nc2ccccc21. Results: hERG_inhib (hERG inhibition (general)): blocker. (2) The drug is Cc1cccn2c(=O)c3cc(C(=O)NCc4cccnc4)c(=N)n(C(C)C)c3nc12. Results: hERG_inhib (hERG inhibition (general)): blocker. (3) The drug is COc1ccc(CN2CCC(n3nccc3NC(=O)CCOc3ccccc3)CC2)cc1C. Results: hERG_inhib (hERG inhibition (general)): blocker. (4) The compound is CCn1c(COc2ccc(Cl)cc2)nnc1SCc1ccc(C#N)cc1. Results: hERG_inhib (hERG inhibition (general)): blocker. (5) The drug is O=C(O)/C=C\C(=O)O.c1ccc(Sc2ccccc2CN2CCCC2)cc1. Results: hERG_inhib (hERG inhibition (general)): blocker. (6) The molecule is O=C(CCc1nc(-c2ccc(Cl)cc2)no1)NCc1ccccc1CN1CCOCC1. Results: hERG_inhib (hERG inhibition (general)): blocker. (7) The compound is COCCCNCCC(CCC(C)C)c1ccc2c(c1)OCO2.Cl. Results: hERG_inhib (hERG inhibition (general)): blocker. (8) The drug is CCn1c(SC)nnc1-c1sc2cc(Cl)ccc2c1Cl. Results: hERG_inhib (hERG inhibition (general)): blocker.